The task is: Predict which catalyst facilitates the given reaction.. This data is from Catalyst prediction with 721,799 reactions and 888 catalyst types from USPTO. Reactant: [CH3:1][O:2][C:3]1[CH:40]=[CH:39][C:6]([CH2:7][N:8]([CH2:30][C:31]2[CH:36]=[CH:35][C:34]([O:37][CH3:38])=[CH:33][CH:32]=2)[C:9]2[N:14]=[CH:13][C:12]([C:15]3[C:16]4[CH2:29][CH2:28][NH:27][C:17]=4[N:18]=[C:19]([N:21]4[CH2:26][CH2:25][O:24][CH2:23][CH2:22]4)[N:20]=3)=[CH:11][N:10]=2)=[CH:5][CH:4]=1.[H-].[Na+].[C:43]1([CH3:52])[C:44]([N:49]=[C:50]=[S:51])=[CH:45][CH:46]=[CH:47][CH:48]=1. Product: [C:43]1([CH3:52])[CH:48]=[CH:47][CH:46]=[CH:45][C:44]=1[NH:49][C:50]([N:27]1[C:17]2[N:18]=[C:19]([N:21]3[CH2:26][CH2:25][O:24][CH2:23][CH2:22]3)[N:20]=[C:15]([C:12]3[CH:11]=[N:10][C:9]([N:8]([CH2:7][C:6]4[CH:5]=[CH:4][C:3]([O:2][CH3:1])=[CH:40][CH:39]=4)[CH2:30][C:31]4[CH:32]=[CH:33][C:34]([O:37][CH3:38])=[CH:35][CH:36]=4)=[N:14][CH:13]=3)[C:16]=2[CH2:29][CH2:28]1)=[S:51]. The catalyst class is: 3.